This data is from Full USPTO retrosynthesis dataset with 1.9M reactions from patents (1976-2016). The task is: Predict the reactants needed to synthesize the given product. Given the product [O-:2][P:1]([O:5][P:7]([O-:10])([O-:9])=[O:8])(=[O:4])[O-:3].[Ca+2:6].[Ca+2:6], predict the reactants needed to synthesize it. The reactants are: [P:1]([O-:5])([O-:4])([O-:3])=[O:2].[Ca+2:6].[P:7]([O-])([O-:10])([O-:9])=[O:8].[Ca+2].[Ca+2].